This data is from Forward reaction prediction with 1.9M reactions from USPTO patents (1976-2016). The task is: Predict the product of the given reaction. (1) Given the reactants [CH3:1][S:2]([C:5]1[C:6]([NH:18][C:19]2[CH:24]=[CH:23][CH:22]=[C:21]([S:25]([F:30])([F:29])([F:28])([F:27])[F:26])[CH:20]=2)=[CH:7][C:8]([CH3:17])=[C:9]([CH:16]=1)[C:10](NC(N)=N)=[O:11])(=[O:4])=[O:3].[H-].[Na+].[CH3:33]I.[C:35]([O-:38])(O)=O.[Na+], predict the reaction product. The product is: [CH3:1][S:2]([C:5]1[C:6]([N:18]([CH3:33])[C:19]2[CH:24]=[CH:23][CH:22]=[C:21]([S:25]([F:30])([F:29])([F:28])([F:27])[F:26])[CH:20]=2)=[CH:7][C:8]([CH3:17])=[C:9]([CH:16]=1)[C:10]([O:38][CH3:35])=[O:11])(=[O:4])=[O:3]. (2) Given the reactants [Cl:1][C:2]1[CH:7]=[C:6]([C:8]([F:11])([F:10])[F:9])[CH:5]=[CH:4][C:3]=1[C:12]#[C:13][C:14]([OH:16])=O.[Cl:17][C:18]1[CH:19]=[C:20]([NH2:33])[CH:21]=[CH:22][C:23]=1[CH2:24][CH2:25][N:26]1[CH2:31][CH2:30][CH:29]([CH3:32])[CH2:28][CH2:27]1, predict the reaction product. The product is: [Cl:17][C:18]1[CH:19]=[C:20]([NH:33][C:14](=[O:16])[C:13]#[C:12][C:3]2[CH:4]=[CH:5][C:6]([C:8]([F:9])([F:10])[F:11])=[CH:7][C:2]=2[Cl:1])[CH:21]=[CH:22][C:23]=1[CH2:24][CH2:25][N:26]1[CH2:27][CH2:28][CH:29]([CH3:32])[CH2:30][CH2:31]1. (3) Given the reactants C[S:2][C:3]1[CH:8]=[CH:7][C:6](O)=[CH:5][CH:4]=1.Cl[C:11]([O:13][CH:14]([Cl:18])[CH:15]([CH3:17])[CH3:16])=[O:12].[CH3:19]N1CCOCC1, predict the reaction product. The product is: [CH3:19][C:6]1[CH:7]=[CH:8][C:3]([S:2][C:11]([O:13][CH:14]([Cl:18])[CH:15]([CH3:17])[CH3:16])=[O:12])=[CH:4][CH:5]=1. (4) Given the reactants [Cl:1][C:2]1[NH:6][CH:5]=[C:4]([C:7]([O:9][CH3:10])=[O:8])[C:3]=1[C:11]1[CH:16]=[CH:15][CH:14]=[C:13]([C:17]#[N:18])[CH:12]=1.[OH-].[Na+].Br[CH2:22][CH2:23][NH:24][C:25](=[O:31])[O:26][C:27]([CH3:30])([CH3:29])[CH3:28], predict the reaction product. The product is: [C:27]([O:26][C:25]([NH:24][CH2:23][CH2:22][N:6]1[C:2]([Cl:1])=[C:3]([C:11]2[CH:16]=[CH:15][CH:14]=[C:13]([C:17]#[N:18])[CH:12]=2)[C:4]([C:7]([O:9][CH3:10])=[O:8])=[CH:5]1)=[O:31])([CH3:30])([CH3:29])[CH3:28].